Dataset: Reaction yield outcomes from USPTO patents with 853,638 reactions. Task: Predict the reaction yield, written as a fraction of the theoretical maximum amount of product (1.0 means a 100% yield; for example, 0.34 means a 34% yield). (1) The reactants are [CH2:1]([C:3]1[S:7][CH:6]=[C:5]([C:8](Cl)=[O:9])[CH:4]=1)[CH3:2].[N+](=[CH:13][Si](C)(C)C)=[N-].[BrH:18].C(=O)(O)[O-].[Na+]. The catalyst is CC#N. The product is [Br:18][CH2:13][C:8]([C:5]1[CH:4]=[C:3]([CH2:1][CH3:2])[S:7][CH:6]=1)=[O:9]. The yield is 0.324. (2) The reactants are [F:1][C:2]1[CH:7]=[CH:6][CH:5]=[CH:4][C:3]=1[C@:8]1([CH2:32][C:33]([OH:36])([CH3:35])[CH3:34])[O:13][C:12](=[O:14])[N:11]([C@H:15]([C:17]2[CH:22]=[CH:21][C:20](B3OC(C)(C)C(C)(C)O3)=[CH:19][CH:18]=2)[CH3:16])[CH2:10][CH2:9]1.Br[C:38]1[CH:39]=[CH:40][C:41](=[O:45])[N:42]([CH3:44])[CH:43]=1.C([O-])([O-])=O.[Cs+].[Cs+]. The catalyst is O1CCOCC1.Cl[Pd](Cl)([P](C1C=CC=CC=1)(C1C=CC=CC=1)C1C=CC=CC=1)[P](C1C=CC=CC=1)(C1C=CC=CC=1)C1C=CC=CC=1. The product is [F:1][C:2]1[CH:7]=[CH:6][CH:5]=[CH:4][C:3]=1[C@:8]1([CH2:32][C:33]([OH:36])([CH3:35])[CH3:34])[O:13][C:12](=[O:14])[N:11]([C@H:15]([C:17]2[CH:18]=[CH:19][C:20]([C:38]3[CH:39]=[CH:40][C:41](=[O:45])[N:42]([CH3:44])[CH:43]=3)=[CH:21][CH:22]=2)[CH3:16])[CH2:10][CH2:9]1. The yield is 0.100. (3) The reactants are [Br:1][C:2]1[CH:7]=[CH:6][C:5]([S:8](Cl)(=[O:10])=[O:9])=[C:4]([CH3:12])[CH:3]=1.[NH2:13][C:14]1[C:15]([CH3:21])=[N:16][N:17]([CH3:20])[C:18]=1[CH3:19]. The catalyst is N1C=CC=CC=1. The product is [Br:1][C:2]1[CH:7]=[CH:6][C:5]([S:8]([NH:13][C:14]2[C:15]([CH3:21])=[N:16][N:17]([CH3:20])[C:18]=2[CH3:19])(=[O:10])=[O:9])=[C:4]([CH3:12])[CH:3]=1. The yield is 0.930. (4) The yield is 0.600. The reactants are [Cl:1][C:2]1[CH:3]=[C:4]([OH:11])[C:5]([N+:8]([O-:10])=[O:9])=[N:6][CH:7]=1.[H-].[Na+].[CH:14]1(I)[CH2:18][CH2:17][CH2:16][CH2:15]1.O. The product is [Cl:1][C:2]1[CH:3]=[C:4]([O:11][CH:14]2[CH2:18][CH2:17][CH2:16][CH2:15]2)[C:5]([N+:8]([O-:10])=[O:9])=[N:6][CH:7]=1. The catalyst is CN(C=O)C. (5) The yield is 0.830. The product is [CH3:1][C:2]1([CH3:21])[C:11]2[N:10]=[C:9]([N:12]3[CH2:17][CH2:16][CH:15]([CH3:18])[CH2:14][CH2:13]3)[C:26]([C:25]([OH:22])=[O:27])=[CH:7][C:6]=2[CH2:5][CH2:4][CH2:3]1. The reactants are [CH3:1][C:2]1([CH3:21])[C:11]2[N:10]=[C:9]([N:12]3[CH2:17][CH2:16][CH:15]([CH3:18])[CH2:14][CH2:13]3)C(C#N)=[CH:7][C:6]=2[CH2:5][CH2:4][CH2:3]1.[OH-:22].[K+].Cl.[CH2:25]([OH:27])[CH3:26]. No catalyst specified. (6) The reactants are [C:1]([N:4]1[C:13]2[C:8](=[CH:9][CH:10]=[C:11]([C:14]3[S:15][C:16](Cl)=[C:17]([C:19]([O:21][CH2:22][CH3:23])=[O:20])[N:18]=3)[CH:12]=2)[CH2:7][CH2:6][CH2:5]1)(=[O:3])[CH3:2].[C:25]1([OH:31])[CH:30]=[CH:29][CH:28]=[CH:27][CH:26]=1.[OH-].[K+].CN(C=O)C. The catalyst is CCOC(C)=O.O. The product is [C:1]([N:4]1[C:13]2[C:8](=[CH:9][CH:10]=[C:11]([C:14]3[S:15][C:16]([O:31][C:25]4[CH:30]=[CH:29][CH:28]=[CH:27][CH:26]=4)=[C:17]([C:19]([O:21][CH2:22][CH3:23])=[O:20])[N:18]=3)[CH:12]=2)[CH2:7][CH2:6][CH2:5]1)(=[O:3])[CH3:2]. The yield is 0.720.